Dataset: Reaction yield outcomes from USPTO patents with 853,638 reactions. Task: Predict the reaction yield, written as a fraction of the theoretical maximum amount of product (1.0 means a 100% yield; for example, 0.34 means a 34% yield). (1) The reactants are [CH3:1][CH:2]([CH3:12])[CH2:3][C:4]([C:6]1[CH:11]=[CH:10][CH:9]=[CH:8][CH:7]=1)=[O:5].[Br:13]Br.O. The catalyst is CCOCC.[Al+3].[Cl-].[Cl-].[Cl-]. The product is [Br:13][CH:3]([CH:2]([CH3:12])[CH3:1])[C:4]([C:6]1[CH:11]=[CH:10][CH:9]=[CH:8][CH:7]=1)=[O:5]. The yield is 0.965. (2) The reactants are [NH2:1][C:2]1[CH:7]=[CH:6][C:5]([N:8]2[C:14](=[O:15])[CH2:13][C:12](=[O:16])[NH:11][C:10]3[C:17]4[C:22]([CH:23]=[CH:24][C:9]2=3)=[CH:21][CH:20]=[CH:19][CH:18]=4)=[CH:4][CH:3]=1.Cl.[C:26](Cl)(=[O:33])[C:27]1[CH:32]=[CH:31][N:30]=[CH:29][CH:28]=1.BrC1C=C(S(OC2C=CC(N3C(=O)CC(=O)NC4C5CCCCC=5C=CC3=4)=CC=2)(=O)=O)C=CC=1. No catalyst specified. The product is [N:30]1[CH:31]=[CH:32][C:27]([C:26]([NH:1][C:2]2[CH:7]=[CH:6][C:5]([N:8]3[C:14](=[O:15])[CH2:13][C:12](=[O:16])[NH:11][C:10]4[C:17]5[C:22]([CH:23]=[CH:24][C:9]3=4)=[CH:21][CH:20]=[CH:19][CH:18]=5)=[CH:4][CH:3]=2)=[O:33])=[CH:28][CH:29]=1. The yield is 0.500. (3) The reactants are [C:1]([O:5][C:6](=[O:30])[NH:7][CH:8]1[CH2:13][CH2:12][CH:11]([NH:14][CH2:15][C:16]2[CH:21]=[C:20]([C:22]3[CH:23]=[N:24][CH:25]=[CH:26][CH:27]=3)[CH:19]=[CH:18][C:17]=2[O:28][CH3:29])[CH2:10][CH2:9]1)([CH3:4])([CH3:3])[CH3:2].C(N(CC)C(C)C)(C)C.[Cl:40][C:41]1[C:42]2[C:52]([F:53])=[CH:51][CH:50]=[CH:49][C:43]=2[S:44][C:45]=1[C:46](Cl)=[O:47]. The catalyst is C(Cl)Cl. The product is [C:1]([O:5][C:6](=[O:30])[NH:7][CH:8]1[CH2:9][CH2:10][CH:11]([N:14]([C:46]([C:45]2[S:44][C:43]3[CH:49]=[CH:50][CH:51]=[C:52]([F:53])[C:42]=3[C:41]=2[Cl:40])=[O:47])[CH2:15][C:16]2[CH:21]=[C:20]([C:22]3[CH:23]=[N:24][CH:25]=[CH:26][CH:27]=3)[CH:19]=[CH:18][C:17]=2[O:28][CH3:29])[CH2:12][CH2:13]1)([CH3:4])([CH3:3])[CH3:2]. The yield is 0.590. (4) The reactants are [F:1][C:2]1[CH:10]=[N:9][CH:8]=[CH:7][C:3]=1[C:4]([OH:6])=[O:5].[OH:11]O. The catalyst is C(O)(=O)C. The product is [F:1][C:2]1[CH:10]=[N+:9]([O-:11])[CH:8]=[CH:7][C:3]=1[C:4]([OH:6])=[O:5]. The yield is 1.00. (5) The reactants are Cl[C:2]1[CH:7]=[N:6][CH:5]=[C:4]([Cl:8])[N:3]=1.[CH3:9][O:10][CH2:11][CH:12]1[CH2:16][CH2:15][CH2:14][NH:13]1.C(=O)([O-])[O-].[K+].[K+].O. The catalyst is CC(N(C)C)=O. The product is [Cl:8][C:4]1[CH:5]=[N:6][CH:7]=[C:2]([N:13]2[CH2:14][CH2:15][CH2:16][CH:12]2[CH2:11][O:10][CH3:9])[N:3]=1. The yield is 0.800. (6) The reactants are [CH2:1]([O:8][C:9]1[CH:10]=[CH:11][C:12]([N+:20]([O-:22])=[O:21])=[C:13]([CH:15]([OH:19])[C:16]([CH3:18])=[CH2:17])[CH:14]=1)[C:2]1[CH:7]=[CH:6][CH:5]=[CH:4][CH:3]=1. The catalyst is ClCCl.[O-2].[O-2].[Mn+4]. The product is [CH2:1]([O:8][C:9]1[CH:10]=[CH:11][C:12]([N+:20]([O-:22])=[O:21])=[C:13]([C:15](=[O:19])[C:16]([CH3:18])=[CH2:17])[CH:14]=1)[C:2]1[CH:3]=[CH:4][CH:5]=[CH:6][CH:7]=1. The yield is 0.850. (7) The reactants are C(OC([N:8]1[CH2:13][CH2:12][CH:11]([C:14]2[N:35]=[CH:34][C:17]3[C:18]4[N:22]([CH2:23][CH2:24][O:25][C:16]=3[CH:15]=2)[CH:21]=[C:20]([C:26]2[N:27]([CH:31]([CH3:33])[CH3:32])[N:28]=[CH:29][N:30]=2)[N:19]=4)[CH2:10][CH2:9]1)=O)(C)(C)C.[ClH:36]. The catalyst is C(Cl)Cl.CO.O1CCOCC1. The product is [ClH:36].[CH:31]([N:27]1[C:26]([C:20]2[N:19]=[C:18]3[N:22]([CH2:23][CH2:24][O:25][C:16]4[CH:15]=[C:14]([CH:11]5[CH2:12][CH2:13][NH:8][CH2:9][CH2:10]5)[N:35]=[CH:34][C:17]=43)[CH:21]=2)=[N:30][CH:29]=[N:28]1)([CH3:33])[CH3:32]. The yield is 1.00. (8) The product is [Cl:12][CH2:3][C:2]1[C:7]2[CH:8]=[CH:9][CH:10]=[CH:11][C:6]=2[S:4][CH:1]=1. The reactants are [CH2:1]([S:4]([C:6]1[CH:11]=[CH:10][CH:9]=[CH:8][CH:7]=1)=O)[C:2]#[CH:3].[ClH:12].O1CCOCC1. The catalyst is O1CCOCC1. The yield is 0.930. (9) The reactants are [Cl:1][C:2]1[CH:3]=[C:4]([CH:8]2[C:12]([C:15]3[CH:20]=[CH:19][C:18]([Cl:21])=[CH:17][CH:16]=3)([C:13]#[N:14])[CH:11]([CH2:22][C:23]([CH3:26])([CH3:25])[CH3:24])[NH:10][CH:9]2[C:27](O)=[O:28])[CH:5]=[CH:6][CH:7]=1.[NH2:30][CH2:31][C:32]1([CH2:36][OH:37])[CH2:35][CH2:34]C1.CN(C(ON1N=NC2C=CC=NC1=2)=[N+](C)C)C.F[P-](F)(F)(F)(F)F.CCN(C(C)C)C(C)C. The yield is 0.106. The catalyst is C(Cl)Cl. The product is [OH:37][CH2:36][C:32]1([CH2:31][NH:30][C:27]([CH:9]2[CH:8]([C:4]3[CH:5]=[CH:6][CH:7]=[C:2]([Cl:1])[CH:3]=3)[C:12]([C:15]3[CH:16]=[CH:17][C:18]([Cl:21])=[CH:19][CH:20]=3)([C:13]#[N:14])[CH:11]([CH2:22][C:23]([CH3:25])([CH3:24])[CH3:26])[NH:10]2)=[O:28])[CH2:35][CH2:34]1.